This data is from Catalyst prediction with 721,799 reactions and 888 catalyst types from USPTO. The task is: Predict which catalyst facilitates the given reaction. (1) Reactant: I[C:2]1[CH:7]=[CH:6][C:5]([NH:8][C@H:9]([C:19]([NH:21][S:22]([CH3:25])(=[O:24])=[O:23])=[O:20])[CH2:10][C:11]2[CH:16]=[CH:15][CH:14]=[C:13]([C:17]#[N:18])[CH:12]=2)=[CH:4][CH:3]=1.[Li+].[Cl-].O1[CH2:33][CH2:32]OCC1. Product: [N:8]1[CH:33]=[CH:32][CH:3]=[CH:4][C:5]=1[C:2]1[CH:7]=[CH:6][C:5]([NH:8][C@H:9]([C:19]([NH:21][S:22]([CH3:25])(=[O:24])=[O:23])=[O:20])[CH2:10][C:11]2[CH:16]=[CH:15][CH:14]=[C:13]([C:17]#[N:18])[CH:12]=2)=[CH:4][CH:3]=1. The catalyst class is: 73. (2) Reactant: [CH3:1][O:2][C:3]1[CH:12]=[C:11]([O:13][CH3:14])[CH:10]=[C:9]2[C:4]=1[C:5](=[O:28])[NH:6][C:7]([C:15]1[C:20]([NH:21][CH:22]3[CH2:27][CH2:26][NH:25][CH2:24][CH2:23]3)=[CH:19][CH:18]=[CH:17][N:16]=1)=[N:8]2.[CH3:29][C:30]1([CH3:33])[CH2:32][O:31]1. Product: [OH:31][C:30]([CH3:33])([CH3:32])[CH2:29][N:25]1[CH2:26][CH2:27][CH:22]([NH:21][C:20]2[C:15]([C:7]3[NH:6][C:5](=[O:28])[C:4]4[C:9](=[CH:10][C:11]([O:13][CH3:14])=[CH:12][C:3]=4[O:2][CH3:1])[N:8]=3)=[N:16][CH:17]=[CH:18][CH:19]=2)[CH2:23][CH2:24]1. The catalyst class is: 8. (3) Reactant: [NH2:1][C:2]1[CH:7]=[C:6]([F:8])[C:5]([F:9])=[CH:4][C:3]=1[NH:10][C:11](=O)O.CO[C@@H:16]([C:20]1[CH:25]=[CH:24][CH:23]=[CH:22][CH:21]=1)[C:17]([OH:19])=O.[CH:26]1([CH:32]=[O:33])[CH2:31][CH2:30][CH2:29][CH2:28][CH2:27]1.[CH2:34]([N+:41]#[C-])[C:35]1[CH:40]=[CH:39][CH:38]=[CH:37][CH:36]=1.Cl.[CH3:44]O. Product: [CH2:34]([NH:41][C:17](=[O:19])[CH:16]([CH:20]1[CH2:21][CH2:22][CH2:23][CH2:24][CH2:25]1)[N:1]1[C:2]2[CH:7]=[C:6]([F:8])[C:5]([F:9])=[CH:4][C:3]=2[N:10]=[C:11]1[C@@H:32]([O:33][CH3:44])[C:26]1[CH:31]=[CH:30][CH:29]=[CH:28][CH:27]=1)[C:35]1[CH:40]=[CH:39][CH:38]=[CH:37][CH:36]=1. The catalyst class is: 12. (4) Reactant: [Br:1][C:2]1[S:10][C:9]2[CH:8]=[CH:7][N:6]=[C:5](Cl)[C:4]=2[CH:3]=1.C([O-])([O-])=O.[K+].[K+].[N:18]1([C:25]([O:27][C:28]([CH3:31])([CH3:30])[CH3:29])=[O:26])[CH2:24][CH2:23][CH2:22][NH:21][CH2:20][CH2:19]1. Product: [Br:1][C:2]1[S:10][C:9]2[CH:8]=[CH:7][N:6]=[C:5]([N:21]3[CH2:22][CH2:23][CH2:24][N:18]([C:25]([O:27][C:28]([CH3:31])([CH3:30])[CH3:29])=[O:26])[CH2:19][CH2:20]3)[C:4]=2[CH:3]=1. The catalyst class is: 16. (5) Reactant: [Cl:1][C:2]1[N:3]=[N:4][C:5](Cl)=[CH:6][CH:7]=1.[OH:9][C:10]([CH3:17])([CH3:16])/[CH:11]=[CH:12]/B(O)O. Product: [Cl:1][C:2]1[N:3]=[N:4][C:5](/[CH:12]=[CH:11]/[C:10]([CH3:17])([OH:9])[CH3:16])=[CH:6][CH:7]=1. The catalyst class is: 554. (6) Reactant: [CH2:1]([NH:3][CH2:4][C:5]1[CH:10]=[CH:9][C:8]([CH2:11][N:12]2[CH2:17][CH2:16][N:15]([C:18]3[C:23]([C:24]([O:26][CH:27]([CH3:29])[CH3:28])=[O:25])=[CH:22][CH:21]=[CH:20][N:19]=3)[CH2:14][CH2:13]2)=[CH:7][CH:6]=1)[CH3:2].[O:30]1[CH:34]=[CH:33][C:32]([CH:35]=O)=[CH:31]1.C(O)(=O)C.C([BH3-])#N.[Na+]. Product: [CH2:1]([N:3]([CH2:4][C:5]1[CH:6]=[CH:7][C:8]([CH2:11][N:12]2[CH2:13][CH2:14][N:15]([C:18]3[C:23]([C:24]([O:26][CH:27]([CH3:28])[CH3:29])=[O:25])=[CH:22][CH:21]=[CH:20][N:19]=3)[CH2:16][CH2:17]2)=[CH:9][CH:10]=1)[CH2:35][C:32]1[CH:33]=[CH:34][O:30][CH:31]=1)[CH3:2]. The catalyst class is: 816.